From a dataset of Catalyst prediction with 721,799 reactions and 888 catalyst types from USPTO. Predict which catalyst facilitates the given reaction. (1) Reactant: [C:1]([C:3]1[CH:4]=[C:5]2[C:10](=[CH:11][CH:12]=1)[N:9]=[C:8]([NH:13][C:14]1[CH:19]=[C:18]([O:20][C@H:21]3[CH2:25][CH2:24][NH:23][CH2:22]3)[CH:17]=[C:16]([C:26]3[CH:27]=[N:28][N:29]([CH3:31])[CH:30]=3)[CH:15]=1)[N:7]=[CH:6]2)#[CH:2].C(N(CC)CC)C.Br[CH2:40][CH2:41][OH:42]. Product: [C:1]([C:3]1[CH:4]=[C:5]2[C:10](=[CH:11][CH:12]=1)[N:9]=[C:8]([NH:13][C:14]1[CH:19]=[C:18]([CH:17]=[C:16]([C:26]3[CH:27]=[N:28][N:29]([CH3:31])[CH:30]=3)[CH:15]=1)[O:20][C@H:21]1[CH2:25][CH2:24][N:23]([CH2:40][CH2:41][OH:42])[CH2:22]1)[N:7]=[CH:6]2)#[CH:2]. The catalyst class is: 3. (2) Reactant: C[O:2][C:3](=[O:32])[CH2:4][C:5]1[CH:10]=[CH:9][CH:8]=[C:7]([O:11][C:12]2[CH:17]=[CH:16][C:15]([Br:18])=[CH:14][C:13]=2[CH2:19][N:20]2[C@@H:24]([C:25]3[CH:30]=[CH:29][CH:28]=[CH:27][CH:26]=3)[CH2:23][O:22][C:21]2=[O:31])[CH:6]=1.[OH-].[Li+].Cl. Product: [Br:18][C:15]1[CH:16]=[CH:17][C:12]([O:11][C:7]2[CH:6]=[C:5]([CH2:4][C:3]([OH:32])=[O:2])[CH:10]=[CH:9][CH:8]=2)=[C:13]([CH2:19][N:20]2[C@@H:24]([C:25]3[CH:30]=[CH:29][CH:28]=[CH:27][CH:26]=3)[CH2:23][O:22][C:21]2=[O:31])[CH:14]=1. The catalyst class is: 1. (3) Reactant: [Cl:1][C:2]1[CH:7]=[CH:6][C:5]([N:8]2[CH:12]=[CH:11][CH:10]=[C:9]2[CH:13]=[CH:14][C:15]([OH:17])=[O:16])=[C:4]([CH:18]([C:20]2[CH:25]=[CH:24][CH:23]=[C:22]([O:26][CH3:27])[C:21]=2[O:28][CH2:29][CH3:30])[OH:19])[CH:3]=1.ON1C2C=CC=CC=2N=N1.[NH:41]1[CH2:46][CH2:45][CH:44]([CH2:47][C:48]([O:50][CH2:51][CH3:52])=[O:49])[CH2:43][CH2:42]1.Cl.C(N=C=NCCCN(C)C)C. Product: [Cl:1][C:2]1[CH:7]=[CH:6][C:5]([N:8]2[CH:12]=[CH:11][CH:10]=[C:9]2[CH:13]=[CH:14][C:15]([O:17][N:41]2[CH2:46][CH2:45][CH:44]([CH2:47][C:48]([O:50][CH2:51][CH3:52])=[O:49])[CH2:43][CH2:42]2)=[O:16])=[C:4]([CH:18]([C:20]2[CH:25]=[CH:24][CH:23]=[C:22]([O:26][CH3:27])[C:21]=2[O:28][CH2:29][CH3:30])[OH:19])[CH:3]=1. The catalyst class is: 4. (4) Reactant: [F:1][C:2]1[CH:7]=[CH:6][C:5]([C:8]2[C:9]([NH2:19])=[N:10][NH:11][C:12]=2[C:13]2[CH:18]=[CH:17][N:16]=[CH:15][CH:14]=2)=[CH:4][CH:3]=1.[CH3:20][N:21]=[C:22]=[O:23]. Product: [F:1][C:2]1[CH:3]=[CH:4][C:5]([C:8]2[C:9]([NH:19][C:22]([NH:21][CH3:20])=[O:23])=[N:10][NH:11][C:12]=2[C:13]2[CH:18]=[CH:17][N:16]=[CH:15][CH:14]=2)=[CH:6][CH:7]=1. The catalyst class is: 143. (5) Product: [CH2:30]([O:22][C:21]1[N:17]([C:14]2[CH:13]=[CH:12][C:11]([S:10][C:7]([CH3:9])([CH3:8])[C:6]([O:5][C:1]([CH3:2])([CH3:3])[CH3:4])=[O:29])=[CH:16][CH:15]=2)[N:18]=[C:19]([C:24]([O:26][CH2:27][CH3:28])=[O:25])[C:20]=1[CH3:23])[CH2:31][CH2:32][CH3:33]. Reactant: [C:1]([O:5][C:6](=[O:29])[C:7]([S:10][C:11]1[CH:16]=[CH:15][C:14]([N:17]2[C:21]([OH:22])=[C:20]([CH3:23])[C:19]([C:24]([O:26][CH2:27][CH3:28])=[O:25])=[N:18]2)=[CH:13][CH:12]=1)([CH3:9])[CH3:8])([CH3:4])([CH3:3])[CH3:2].[CH2:30](O)[CH2:31][CH2:32][CH3:33].C(P(CCCC)CCCC)CCC.N(C(N1CCCCC1)=O)=NC(N1CCCCC1)=O. The catalyst class is: 11. (6) Reactant: [CH2:1]([O:3][C:4]([C:6]1[NH:10][CH:9]=[C:8]([C:11](=O)[CH2:12][CH2:13][C:14]([OH:16])=[O:15])[CH:7]=1)=[O:5])[CH3:2].C([SiH](CC)CC)C. Product: [CH2:1]([O:3][C:4]([C:6]1[NH:10][CH:9]=[C:8]([CH2:11][CH2:12][CH2:13][C:14]([OH:16])=[O:15])[CH:7]=1)=[O:5])[CH3:2]. The catalyst class is: 67.